Task: Predict the reactants needed to synthesize the given product.. Dataset: Full USPTO retrosynthesis dataset with 1.9M reactions from patents (1976-2016) Given the product [Cl:1][C:2]1[CH:3]=[C:4]([C@@H:12]([CH2:22][CH:23]2[CH2:24][CH2:25][CH2:26][CH2:27]2)[C:13]([NH:15][C:16]2[CH:20]=[CH:19][N:18]([CH2:21][CH2:43][CH:44]([CH3:46])[CH3:45])[N:17]=2)=[O:14])[CH:5]=[CH:6][C:7]=1[S:8]([CH3:11])(=[O:10])=[O:9], predict the reactants needed to synthesize it. The reactants are: [Cl:1][C:2]1[CH:3]=[C:4]([C@@H:12]([CH2:22][CH:23]2[CH2:27][CH2:26][CH2:25][CH2:24]2)[C:13]([NH:15][C:16]2[CH:20]=[CH:19][N:18]([CH3:21])[N:17]=2)=[O:14])[CH:5]=[CH:6][C:7]=1[S:8]([CH3:11])(=[O:10])=[O:9].C(Cl)(=O)C(Cl)=O.N1C(C)=CC=CC=1C.C(N1C=CC(N)=N1)[CH2:43][CH:44]([CH3:46])[CH3:45].